Dataset: Full USPTO retrosynthesis dataset with 1.9M reactions from patents (1976-2016). Task: Predict the reactants needed to synthesize the given product. (1) Given the product [F:22][C:17]1[CH:16]=[C:15]([C:13]2[C:3]3[C:2](=[CH:7][CH:6]=[C:5]([O:8][C:9]([F:12])([F:11])[F:10])[CH:4]=3)[N:1]=[C:27]([CH3:28])[C:26]=2[C:25](=[O:30])[C:24]([F:32])([F:31])[F:23])[CH:20]=[CH:19][C:18]=1[F:21], predict the reactants needed to synthesize it. The reactants are: [NH2:1][C:2]1[CH:7]=[CH:6][C:5]([O:8][C:9]([F:12])([F:11])[F:10])=[CH:4][C:3]=1[C:13]([C:15]1[CH:20]=[CH:19][C:18]([F:21])=[C:17]([F:22])[CH:16]=1)=O.[F:23][C:24]([F:32])([F:31])[C:25](=[O:30])[CH2:26][C:27](=O)[CH3:28].C(O)(C)C. (2) Given the product [CH:7]1([C:10]2[CH:16]=[CH:15][C:13]([NH:14][C:4](=[O:5])[CH2:3][O:2][CH3:1])=[CH:12][CH:11]=2)[CH2:9][CH2:8]1, predict the reactants needed to synthesize it. The reactants are: [CH3:1][O:2][CH2:3][C:4](Cl)=[O:5].[CH:7]1([C:10]2[CH:16]=[CH:15][C:13]([NH2:14])=[CH:12][CH:11]=2)[CH2:9][CH2:8]1.CCN(C(C)C)C(C)C. (3) Given the product [CH3:1][C:20]1([C:17]2[CH:16]=[CH:15][C:14]([OH:13])=[CH:19][CH:18]=2)[CH2:21][CH2:22]1, predict the reactants needed to synthesize it. The reactants are: [CH2:1]([Zn]CC)C.C([Si]([O:13][C:14]1[CH:19]=[CH:18][C:17]([C:20]([CH3:22])=[CH2:21])=[CH:16][CH:15]=1)(C)C)(C)(C)C.ICI.CCCC[N+](CCCC)(CCCC)CCCC.[F-]. (4) Given the product [Cl:22][C:18]1[CH:1]=[CH:2][NH:6][C:5]=1[C:4]([O:13][CH3:12])=[O:16], predict the reactants needed to synthesize it. The reactants are: [CH3:1][C:2]1C[CH2:4][CH2:5][N:6]=1.ClN1[C:12](=[O:13])CCC1=O.C[O-:16].[Na+].[C:18]([Cl:22])(Cl)(Cl)Cl. (5) The reactants are: Br[C:2]1[N:3]=[CH:4][C:5]2[N:6]([CH:8]=[CH:9][N:10]=2)[CH:7]=1.C([O-])([O-])=O.[Cs+].[Cs+].[CH2:17]([O:19][C:20]([C:22]1[CH:27]=[CH:26][C:25](B(O)O)=[CH:24][CH:23]=1)=[O:21])[CH3:18]. Given the product [N:10]1[CH:9]=[CH:8][N:6]2[CH:7]=[C:2]([C:25]3[CH:26]=[CH:27][C:22]([C:20]([O:19][CH2:17][CH3:18])=[O:21])=[CH:23][CH:24]=3)[N:3]=[CH:4][C:5]=12, predict the reactants needed to synthesize it. (6) Given the product [Cl:1][C:2]1[CH:3]=[CH:4][C:5]2[N:11]3[CH:12]=[CH:13][CH:14]=[C:10]3[C@@H:9]([CH2:15][CH2:16][CH2:17][N:18]3[C:22]([CH2:23][C:24]([OH:26])=[O:25])=[N:21][N:20]=[N:19]3)[O:8][C@H:7]([C:29]3[CH:34]=[CH:33][CH:32]=[C:31]([O:35][CH3:36])[C:30]=3[O:37][CH3:38])[C:6]=2[CH:39]=1, predict the reactants needed to synthesize it. The reactants are: [Cl:1][C:2]1[CH:3]=[CH:4][C:5]2[N:11]3[CH:12]=[CH:13][CH:14]=[C:10]3[C@@H:9]([CH2:15][CH2:16][CH2:17][N:18]3[C:22]([CH2:23][C:24]([O:26]CC)=[O:25])=[N:21][N:20]=[N:19]3)[O:8][C@H:7]([C:29]3[CH:34]=[CH:33][CH:32]=[C:31]([O:35][CH3:36])[C:30]=3[O:37][CH3:38])[C:6]=2[CH:39]=1.C(=O)([O-])[O-].[K+].[K+].ClC1C=CC2N3C=CC=C3[C@@H](CCC3N(CC(O)=O)N=NN=3)O[C@H](C3C=CC=C(OC)C=3OC)C=2C=1.